This data is from Forward reaction prediction with 1.9M reactions from USPTO patents (1976-2016). The task is: Predict the product of the given reaction. (1) Given the reactants [Cl:1][C:2]1[C:3]([CH3:23])=[C:4]([N:8]([S:13]([C:16]2[CH:21]=[CH:20][C:19]([CH3:22])=[CH:18][CH:17]=2)(=[O:15])=[O:14])[CH2:9][C:10](O)=[O:11])[CH:5]=[CH:6][CH:7]=1.[CH3:24][O:25][C:26]1[CH:33]=[CH:32][C:29]([CH2:30][NH2:31])=[CH:28][CH:27]=1.C1C=CC2N(O)N=NC=2C=1.CCN=C=NCCCN(C)C, predict the reaction product. The product is: [Cl:1][C:2]1[C:3]([CH3:23])=[C:4]([N:8]([S:13]([C:16]2[CH:21]=[CH:20][C:19]([CH3:22])=[CH:18][CH:17]=2)(=[O:15])=[O:14])[CH2:9][C:10]([NH:31][CH2:30][C:29]2[CH:32]=[CH:33][C:26]([O:25][CH3:24])=[CH:27][CH:28]=2)=[O:11])[CH:5]=[CH:6][CH:7]=1. (2) Given the reactants [C:1]([O:5][C:6](=[O:16])[C:7]1[CH:12]=[C:11](I)[C:10]([CH3:14])=[CH:9][C:8]=1[CH3:15])([CH3:4])([CH3:3])[CH3:2].C([O-])(=O)C.[K+].[B:22]1([B:22]2[O:26][C:25]([CH3:28])([CH3:27])[C:24]([CH3:30])([CH3:29])[O:23]2)[O:26][C:25]([CH3:28])([CH3:27])[C:24]([CH3:30])([CH3:29])[O:23]1.CS(C)=O, predict the reaction product. The product is: [C:1]([O:5][C:6](=[O:16])[C:7]1[CH:12]=[C:11]([B:22]2[O:26][C:25]([CH3:28])([CH3:27])[C:24]([CH3:30])([CH3:29])[O:23]2)[C:10]([CH3:14])=[CH:9][C:8]=1[CH3:15])([CH3:4])([CH3:3])[CH3:2]. (3) Given the reactants Cl[C:2]1[CH:3]=[CH:4][CH:5]=[C:6]2[C:10]=1[NH:9][C:8]([B:11]1[O:15][C:14]([CH3:17])([CH3:16])[C:13]([CH3:19])([CH3:18])[O:12]1)=[CH:7]2.[CH2:20](C1C=CC=C2C=1NC=C2)[CH3:21], predict the reaction product. The product is: [CH2:20]([C:2]1[CH:3]=[CH:4][CH:5]=[C:6]2[C:10]=1[NH:9][C:8]([B:11]1[O:15][C:14]([CH3:17])([CH3:16])[C:13]([CH3:19])([CH3:18])[O:12]1)=[CH:7]2)[CH3:21]. (4) Given the reactants [NH2:1][C:2]1[N:7]=[C:6]([C@@H:8]([NH:18][C:19](=[O:31])[CH2:20][C:21]2[C:29]3[C:24](=[CH:25][CH:26]=[C:27]([F:30])[CH:28]=3)[NH:23][CH:22]=2)[CH2:9][C:10]2[CH:15]=[C:14]([F:16])[CH:13]=[C:12]([F:17])[CH:11]=2)[C:5]([C:32]2[CH:33]=[CH:34][C:35](F)=[C:36]([CH:40]=2)C(N)=O)=[CH:4][CH:3]=1.NC1N=C(C(NC(=O)CC2C3C(=CC=C(F)C=3)NC=2)CC2C=C(F)C=C(F)C=2)C(Br)=CC=1.[Cl:74]C1C=CC(B(O)O)=CC=1, predict the reaction product. The product is: [NH2:1][C:2]1[N:7]=[C:6]([CH:8]([NH:18][C:19](=[O:31])[CH2:20][C:21]2[C:29]3[C:24](=[CH:25][CH:26]=[C:27]([F:30])[CH:28]=3)[NH:23][CH:22]=2)[CH2:9][C:10]2[CH:15]=[C:14]([F:16])[CH:13]=[C:12]([F:17])[CH:11]=2)[C:5]([C:32]2[CH:33]=[CH:34][C:35]([Cl:74])=[CH:36][CH:40]=2)=[CH:4][CH:3]=1. (5) Given the reactants Br[C:2]1[CH:7]=[C:6]([N+:8]([O-:10])=[O:9])[CH:5]=[CH:4][C:3]=1[NH:11][CH3:12].CCN(CC)CC.[CH3:20][C:21]([CH3:25])([CH3:24])[C:22]#[CH:23].N#N, predict the reaction product. The product is: [CH3:20][C:21]([CH3:25])([CH3:24])[C:22]#[C:23][C:2]1[CH:7]=[C:6]([N+:8]([O-:10])=[O:9])[CH:5]=[CH:4][C:3]=1[NH:11][CH3:12]. (6) Given the reactants Br[C:2]1[CH:11]=[C:10]([O:12][CH3:13])[C:9]2[CH:8]([N:14]([CH:16]3[CH2:18][CH2:17]3)[CH3:15])[CH2:7][CH2:6][C:5]([CH3:20])([CH3:19])[C:4]=2[CH:3]=1.C(N(CC)CC)C.[CH3:28][Si:29]([C:32]#[CH:33])([CH3:31])[CH3:30], predict the reaction product. The product is: [CH:16]1([N:14]([CH3:15])[CH:8]2[CH2:7][CH2:6][C:5]([CH3:20])([CH3:19])[C:4]3[C:3]([C:33]#[C:32][Si:29]([CH3:31])([CH3:30])[CH3:28])=[CH:2][CH:11]=[C:10]([O:12][CH3:13])[C:9]2=3)[CH2:18][CH2:17]1. (7) Given the reactants C[O:2][C:3]1[C:8]2[NH:9][C:10]([C:12]3[S:13][CH:14]=[CH:15][CH:16]=3)=[N:11][C:7]=2[C:6]([C:17]([OH:19])=O)=[CH:5][CH:4]=1.[F:20][C:21]1[CH:26]=[C:25]([F:27])[CH:24]=[CH:23][C:22]=1[CH2:28][NH2:29], predict the reaction product. The product is: [F:20][C:21]1[CH:26]=[C:25]([F:27])[CH:24]=[CH:23][C:22]=1[CH2:28][NH:29][C:17]([C:6]1[C:7]2[N:11]=[C:10]([C:12]3[S:13][CH:14]=[CH:15][CH:16]=3)[NH:9][C:8]=2[C:3]([OH:2])=[CH:4][CH:5]=1)=[O:19]. (8) The product is: [Br-:33].[CH2:16]([N+:6]([CH2:2][CH2:3][CH2:4][CH3:5])([CH2:7][CH2:8][CH2:9][CH3:11])[CH2:12][CH2:13][CH2:14][CH2:15][CH3:20])[CH2:17][CH2:18][CH3:19]. Given the reactants [Br-].[CH2:2]([N+:6]([CH2:16][CH2:17][CH2:18][CH3:19])([CH2:12][CH2:13][CH2:14][CH3:15])[CH2:7][CH2:8][CH:9]([CH3:11])C)[CH2:3][CH2:4][CH3:5].[CH2:20](N(CCCC)CCCC)CCC.[Br:33]CCC(C)C, predict the reaction product. (9) Given the reactants [C:1]([N:9]([CH3:48])[C:10]1[CH:47]=[CH:46][C:13]2[N:14]([CH2:30][C@H:31]([O:38][Si](C(C)(C)C)(C)C)[C:32]3[CH:37]=[CH:36][CH:35]=[CH:34][CH:33]=3)[C:15]([NH:17][C:18]([C:20]3[S:21][C:22]([C:25]4[O:29][CH:28]=[N:27][CH:26]=4)=[CH:23][CH:24]=3)=[O:19])=[N:16][C:12]=2[CH:11]=1)(=[O:8])[C:2]1[CH:7]=[CH:6][CH:5]=[CH:4][CH:3]=1.CCCC[N+](CCCC)(CCCC)CCCC.[F-].[NH4+].[Cl-], predict the reaction product. The product is: [C:1]([N:9]([CH3:48])[C:10]1[CH:47]=[CH:46][C:13]2[N:14]([CH2:30][C@H:31]([OH:38])[C:32]3[CH:37]=[CH:36][CH:35]=[CH:34][CH:33]=3)[C:15]([NH:17][C:18]([C:20]3[S:21][C:22]([C:25]4[O:29][CH:28]=[N:27][CH:26]=4)=[CH:23][CH:24]=3)=[O:19])=[N:16][C:12]=2[CH:11]=1)(=[O:8])[C:2]1[CH:3]=[CH:4][CH:5]=[CH:6][CH:7]=1. (10) Given the reactants [Br:1][C:2]1[CH:3]=[C:4]([NH2:8])[CH:5]=[N:6][CH:7]=1.[Cl:9][C:10]1[CH:11]=[C:12]([CH:15]=[CH:16][CH:17]=1)[CH:13]=O.[Si]([C:22]#[N:23])(C)(C)C, predict the reaction product. The product is: [Br:1][C:2]1[CH:3]=[C:4]([NH:8][CH:13]([C:12]2[CH:15]=[CH:16][CH:17]=[C:10]([Cl:9])[CH:11]=2)[C:22]#[N:23])[CH:5]=[N:6][CH:7]=1.